Dataset: Reaction yield outcomes from USPTO patents with 853,638 reactions. Task: Predict the reaction yield, written as a fraction of the theoretical maximum amount of product (1.0 means a 100% yield; for example, 0.34 means a 34% yield). The reactants are [NH:1]1[CH:5]=[C:4]([C:6]2[CH:11]=[CH:10][N:9]=[C:8]3[N:12]([CH2:15][O:16][CH2:17][CH2:18][Si:19]([CH3:22])([CH3:21])[CH3:20])[CH:13]=[CH:14][C:7]=23)[CH:3]=[N:2]1.[CH2:23]([O:25][C:26](=[O:31])[CH:27]=[C:28]([CH3:30])[CH3:29])[CH3:24].C(=O)([O-])[O-].[Cs+].[Cs+]. The catalyst is CN(C=O)C.O. The product is [CH3:29][C:28]([N:1]1[CH:5]=[C:4]([C:6]2[CH:11]=[CH:10][N:9]=[C:8]3[N:12]([CH2:15][O:16][CH2:17][CH2:18][Si:19]([CH3:22])([CH3:21])[CH3:20])[CH:13]=[CH:14][C:7]=23)[CH:3]=[N:2]1)([CH3:30])[CH2:27][C:26]([O:25][CH2:23][CH3:24])=[O:31]. The yield is 0.790.